From a dataset of Forward reaction prediction with 1.9M reactions from USPTO patents (1976-2016). Predict the product of the given reaction. (1) Given the reactants Cl[C:2]1[C:11]([O:12][CH:13]([C:18]2[CH:19]=[N:20][CH:21]=[CH:22][CH:23]=2)[C:14]([F:17])([F:16])[F:15])=[N:10][C:9]2[C:4](=[CH:5][CH:6]=[CH:7][CH:8]=2)[N:3]=1.CS(C)=O.[F:28][C:29]([F:35])([F:34])[S:30]([NH2:33])(=[O:32])=[O:31].C(=O)([O-])[O-].[K+].[K+], predict the reaction product. The product is: [F:28][C:29]([F:35])([F:34])[S:30]([NH:33][C:2]1[C:11]([O:12][CH:13]([C:18]2[CH:19]=[N:20][CH:21]=[CH:22][CH:23]=2)[C:14]([F:17])([F:16])[F:15])=[N:10][C:9]2[C:4](=[CH:5][CH:6]=[CH:7][CH:8]=2)[N:3]=1)(=[O:32])=[O:31]. (2) Given the reactants [Cl:1][C:2]1[CH:3]=[C:4]([CH:10]=O)[C:5]([O:8][CH3:9])=[N:6][CH:7]=1.[CH:12]1([CH2:18][O:19][C:20]2[CH:33]=[CH:32][CH:31]=[CH:30][C:21]=2[O:22][CH2:23][CH:24]2[CH2:29][CH2:28][NH:27][CH2:26][CH2:25]2)[CH2:17][CH2:16][CH2:15][CH2:14][CH2:13]1.C(O[BH-](OC(=O)C)OC(=O)C)(=O)C.[Na+].C(=O)(O)[O-].[Na+], predict the reaction product. The product is: [Cl:1][C:2]1[CH:3]=[C:4]([CH2:10][N:27]2[CH2:26][CH2:25][CH:24]([CH2:23][O:22][C:21]3[CH:30]=[CH:31][CH:32]=[CH:33][C:20]=3[O:19][CH2:18][CH:12]3[CH2:17][CH2:16][CH2:15][CH2:14][CH2:13]3)[CH2:29][CH2:28]2)[C:5]([O:8][CH3:9])=[N:6][CH:7]=1.